From a dataset of Forward reaction prediction with 1.9M reactions from USPTO patents (1976-2016). Predict the product of the given reaction. (1) The product is: [CH3:1][O:2][C:3](=[O:35])[CH2:4][C:6]1[C:14]2[C:9](=[CH:10][CH:11]=[CH:12][CH:13]=2)[NH:8][C:7]=1[C:15]1[CH:20]=[C:19]([C:21]([F:22])([F:23])[F:24])[CH:18]=[C:17]([S:25](=[O:33])(=[O:34])[NH:26][CH:27]2[CH2:28][CH2:29][CH2:30][CH2:31][CH2:32]2)[CH:16]=1. Given the reactants [CH3:1][O:2][C:3](=[O:35])[C:4]([C:6]1[C:14]2[C:9](=[CH:10][CH:11]=[CH:12][CH:13]=2)[NH:8][C:7]=1[C:15]1[CH:20]=[C:19]([C:21]([F:24])([F:23])[F:22])[CH:18]=[C:17]([S:25](=[O:34])(=[O:33])[NH:26][CH:27]2[CH2:32][CH2:31][CH2:30][CH2:29][CH2:28]2)[CH:16]=1)=O.C([SiH](CC)CC)C, predict the reaction product. (2) Given the reactants Br[C:2]1[S:3][C:4]([Cl:7])=[CH:5][CH:6]=1.OB(O)[C:10]1[CH:18]=[CH:17][C:13]([C:14]([OH:16])=[O:15])=[CH:12][CH:11]=1.C([O-])([O-])=O.[Na+].[Na+], predict the reaction product. The product is: [Cl:7][C:4]1[S:3][CH:2]=[CH:6][C:5]=1[C:10]1[CH:18]=[CH:17][C:13]([C:14]([OH:16])=[O:15])=[CH:12][CH:11]=1. (3) Given the reactants [CH3:1][O:2][CH2:3][CH2:4][O:5][C:6]1[CH:11]=[CH:10][C:9](/[CH:12]=[CH:13]/[C:14]([O:16]CC)=[O:15])=[C:8]([O:19][CH2:20][C:21]2[N:22]=[C:23]([C:27]3[CH:32]=[CH:31][CH:30]=[CH:29][CH:28]=3)[O:24][C:25]=2[CH3:26])[CH:7]=1.[OH-].[Na+], predict the reaction product. The product is: [CH3:1][O:2][CH2:3][CH2:4][O:5][C:6]1[CH:11]=[CH:10][C:9](/[CH:12]=[CH:13]/[C:14]([OH:16])=[O:15])=[C:8]([O:19][CH2:20][C:21]2[N:22]=[C:23]([C:27]3[CH:32]=[CH:31][CH:30]=[CH:29][CH:28]=3)[O:24][C:25]=2[CH3:26])[CH:7]=1.